This data is from Full USPTO retrosynthesis dataset with 1.9M reactions from patents (1976-2016). The task is: Predict the reactants needed to synthesize the given product. (1) Given the product [O:4]=[C:5]1[CH2:6][CH2:7][N:8]([C:11]2[CH:16]=[CH:15][C:14]([N:17]3[CH2:21][C@H:20]([CH2:22][N:23]4[CH:27]=[CH:26][N:25]=[N:24]4)[O:19][C:18]3=[O:28])=[CH:13][C:12]=2[F:29])[CH2:9][CH2:10]1, predict the reactants needed to synthesize it. The reactants are: O1[C:5]2([CH2:10][CH2:9][N:8]([C:11]3[CH:16]=[CH:15][C:14]([N:17]4[CH2:21][C@H:20]([CH2:22][N:23]5[CH:27]=[CH:26][N:25]=[N:24]5)[O:19][C:18]4=[O:28])=[CH:13][C:12]=3[F:29])[CH2:7][CH2:6]2)[O:4]CC1. (2) Given the product [Cl:1][C:2]1[CH:3]=[C:4]([N+:9]([O-:11])=[O:10])[CH:5]=[CH:6][C:7]=1[O:12][C:13]1[CH:14]=[C:15]([C:19]2([C:22]#[N:23])[CH2:20][CH2:21]2)[CH:16]=[CH:17][CH:18]=1, predict the reactants needed to synthesize it. The reactants are: [Cl:1][C:2]1[CH:3]=[C:4]([N+:9]([O-:11])=[O:10])[CH:5]=[CH:6][C:7]=1F.[OH:12][C:13]1[CH:14]=[C:15]([C:19]2([C:22]#[N:23])[CH2:21][CH2:20]2)[CH:16]=[CH:17][CH:18]=1.C(=O)([O-])[O-].[K+].[K+]. (3) Given the product [ClH:1].[ClH:34].[Cl:1][C:2]1[CH:3]=[CH:4][C:5]2[CH2:11][O:10][C:9]3[CH:12]=[CH:13][CH:14]=[CH:15][C:8]=3[N:7]([CH2:16][C@H:17]3[CH2:21][CH2:20][CH2:19][N:18]3[CH2:22][CH2:23][C:24]3[CH:25]=[CH:26][C:27]([N:30]([CH3:32])[CH3:31])=[CH:28][CH:29]=3)[C:6]=2[CH:33]=1, predict the reactants needed to synthesize it. The reactants are: [Cl:1][C:2]1[CH:3]=[CH:4][C:5]2[CH2:11][O:10][C:9]3[CH:12]=[CH:13][CH:14]=[CH:15][C:8]=3[N:7]([CH2:16][C@H:17]3[CH2:21][CH2:20][CH2:19][N:18]3[CH2:22][CH2:23][C:24]3[CH:29]=[CH:28][C:27]([N:30]([CH3:32])[CH3:31])=[CH:26][CH:25]=3)[C:6]=2[CH:33]=1.[ClH:34].CCOCC. (4) Given the product [O:20]1[CH2:21][CH2:22][CH2:23][CH2:24][CH:19]1[O:18][CH2:17][CH2:16][O:15][C:14]1[C:9]([O:7][CH2:6][CH2:5][O:4][CH2:3][CH2:2][NH:1][C:31](=[O:32])[O:33][C:34]([CH3:37])([CH3:36])[CH3:35])=[N:10][CH:11]=[CH:12][CH:13]=1, predict the reactants needed to synthesize it. The reactants are: [NH2:1][CH2:2][CH2:3][O:4][CH2:5][CH2:6][OH:7].Cl[C:9]1[C:14]([O:15][CH2:16][CH2:17][O:18][CH:19]2[CH2:24][CH2:23][CH2:22][CH2:21][O:20]2)=[CH:13][CH:12]=[CH:11][N:10]=1.CC(C)([O-])C.[K+].[C:31](O[C:31]([O:33][C:34]([CH3:37])([CH3:36])[CH3:35])=[O:32])([O:33][C:34]([CH3:37])([CH3:36])[CH3:35])=[O:32]. (5) Given the product [NH2:1][C:2]1[N:7]=[CH:6][N:5]=[C:4]([N:8]2[C:12]3[CH:13]=[C:14]([C:17]#[C:18][C:19]4([OH:32])[CH2:22][CH:21]([CH2:23][OH:24])[CH2:20]4)[CH:15]=[CH:16][C:11]=3[N:10]=[C:9]2[CH3:33])[N:3]=1, predict the reactants needed to synthesize it. The reactants are: [NH2:1][C:2]1[N:7]=[CH:6][N:5]=[C:4]([N:8]2[C:12]3[CH:13]=[C:14]([C:17]#[C:18][C:19]4([OH:32])[CH2:22][CH:21]([C:23](C)(C)[O:24][SiH2]C(C)(C)C)[CH2:20]4)[CH:15]=[CH:16][C:11]=3[N:10]=[C:9]2[CH3:33])[N:3]=1.[F-].C([N+](CCCC)(CCCC)CCCC)CCC. (6) Given the product [C:1]([C:4]1[CH:5]=[C:6]([C:16]2[CH:17]=[N:18][CH:19]=[CH:20][CH:21]=2)[CH:7]=[CH:8][CH:9]=1)(=[O:3])[CH3:2], predict the reactants needed to synthesize it. The reactants are: [C:1]([C:4]1[CH:5]=[C:6](B(O)O)[CH:7]=[CH:8][CH:9]=1)(=[O:3])[CH3:2].[F-].[K+].Cl[C:16]1[CH:17]=[N:18][CH:19]=[CH:20][CH:21]=1.